This data is from Full USPTO retrosynthesis dataset with 1.9M reactions from patents (1976-2016). The task is: Predict the reactants needed to synthesize the given product. (1) Given the product [CH3:8][C:8]([N:1]=[N:2][C:3]([C:4]#[N:2])([CH3:4])[CH3:3])([C:9]#[N:1])[CH3:9], predict the reactants needed to synthesize it. The reactants are: [N:1]([CH2:8][CH2:9]CC#N)=[N:2][CH2:3][CH2:4]CC#N. (2) Given the product [Cl:1][C:2]1[CH:3]=[C:4]2[C:12](=[CH:13][C:14]=1[Cl:15])[N:11]([S:16]([C:19]1[CH:25]=[CH:24][C:22]([CH3:23])=[CH:21][CH:20]=1)(=[O:18])=[O:17])[C:10]1[C:9](=[O:26])[CH:8]([CH3:28])[CH2:7][CH2:6][C:5]2=1, predict the reactants needed to synthesize it. The reactants are: [Cl:1][C:2]1[CH:3]=[C:4]2[C:12](=[CH:13][C:14]=1[Cl:15])[N:11]([S:16]([C:19]1[CH:25]=[CH:24][C:22]([CH3:23])=[CH:21][CH:20]=1)(=[O:18])=[O:17])[C:10]1[C:9](=[O:26])[CH2:8][CH2:7][CH2:6][C:5]2=1.[Li+].[CH3:28][Si]([N-][Si](C)(C)C)(C)C.CI.[NH4+].[Cl-]. (3) Given the product [Br:36][CH2:1][C:2]1[CH:3]=[C:4]([CH:7]=[C:8]([C:10]([F:11])([F:12])[F:13])[CH:9]=1)[C:5]#[N:6], predict the reactants needed to synthesize it. The reactants are: [CH3:1][C:2]1[CH:3]=[C:4]([CH:7]=[C:8]([C:10]([F:13])([F:12])[F:11])[CH:9]=1)[C:5]#[N:6].CC#N.CC(N=NC(C#N)(C)C)(C#N)C.C1C(=O)N([Br:36])C(=O)C1. (4) Given the product [Cl:26][C:24]1[CH:25]=[C:20]2[CH:19]=[C:18]([C:16]([NH:15][C@@H:7]([CH2:8][C:9]3[CH:10]=[CH:11][CH:12]=[CH:13][CH:14]=3)[C@@H:6]([OH:28])[C:5]([OH:29])=[O:4])=[O:17])[NH:27][C:21]2=[CH:22][N:23]=1, predict the reactants needed to synthesize it. The reactants are: [OH-].[Na+].C[O:4][C:5](=[O:29])[C@H:6]([OH:28])[C@@H:7]([NH:15][C:16]([C:18]1[NH:27][C:21]2=[CH:22][N:23]=[C:24]([Cl:26])[CH:25]=[C:20]2[CH:19]=1)=[O:17])[CH2:8][C:9]1[CH:14]=[CH:13][CH:12]=[CH:11][CH:10]=1. (5) Given the product [Cl:45][C:41]1[S:40][C:39]([S:36](=[O:38])(=[O:37])[NH:35][C:32]([CH3:34])([CH3:33])[CH2:31][OH:30])=[CH:43][C:42]=1[NH:44][C:27]([C:26]1[CH:25]=[N:24][N:17]2[C:18]([C:20]([F:21])([F:22])[F:23])=[CH:19][C:14]([C:6]3[CH:7]=[CH:8][C:9]([C:10]([F:13])([F:12])[F:11])=[C:4]([O:3][CH2:1][CH3:2])[CH:5]=3)=[N:15][C:16]=12)=[O:28], predict the reactants needed to synthesize it. The reactants are: [CH2:1]([O:3][C:4]1[CH:5]=[C:6]([C:14]2[CH:19]=[C:18]([C:20]([F:23])([F:22])[F:21])[N:17]3[N:24]=[CH:25][C:26]([C:27](O)=[O:28])=[C:16]3[N:15]=2)[CH:7]=[CH:8][C:9]=1[C:10]([F:13])([F:12])[F:11])[CH3:2].[OH:30][CH2:31][C:32]([NH:35][S:36]([C:39]1[S:40][C:41]([Cl:45])=[C:42]([NH2:44])[CH:43]=1)(=[O:38])=[O:37])([CH3:34])[CH3:33]. (6) Given the product [CH2:1]([C:8]1[CH:9]=[N:10][C:11]2[C:16]([C:17]=1[C:18]1[CH:19]=[C:20]([CH:21]=[CH:22][CH:23]=1)[O:24][CH2:41][C:38]1[CH:37]=[CH:36][C:35]([C:32]([CH3:34])([CH3:33])[C:31]([OH:43])=[O:30])=[CH:40][CH:39]=1)=[CH:15][CH:14]=[CH:13][C:12]=2[C:25]([F:28])([F:26])[F:27])[C:2]1[CH:3]=[CH:4][CH:5]=[CH:6][CH:7]=1, predict the reactants needed to synthesize it. The reactants are: [CH2:1]([C:8]1[CH:9]=[N:10][C:11]2[C:16]([C:17]=1[C:18]1[CH:19]=[C:20]([OH:24])[CH:21]=[CH:22][CH:23]=1)=[CH:15][CH:14]=[CH:13][C:12]=2[C:25]([F:28])([F:27])[F:26])[C:2]1[CH:7]=[CH:6][CH:5]=[CH:4][CH:3]=1.C[O:30][C:31](=[O:43])[C:32]([C:35]1[CH:40]=[CH:39][C:38]([CH2:41]Br)=[CH:37][CH:36]=1)([CH3:34])[CH3:33].C([O-])([O-])=O.[K+].[K+]. (7) The reactants are: [N+:1]([C:4]1[CH:9]=[CH:8][C:7](F)=[CH:6][CH:5]=1)([O-:3])=[O:2].C(=O)([O-])[O-].[K+].[K+].[CH3:17][C:18]1[N:19]=[CH:20][NH:21][CH:22]=1. Given the product [N+:1]([C:4]1[CH:9]=[CH:8][C:7]([N:19]2[C:18]([CH3:17])=[CH:22][N:21]=[CH:20]2)=[CH:6][CH:5]=1)([O-:3])=[O:2], predict the reactants needed to synthesize it. (8) Given the product [CH:1]([C:9]1[C:17]2[C:12](=[CH:13][C:14]([NH:18][C:19]3[CH:20]=[C:21]([NH:25][C:40](=[O:47])[C:41]4[CH:46]=[CH:45][CH:44]=[CH:43][CH:42]=4)[CH:22]=[CH:23][CH:24]=3)=[CH:15][CH:16]=2)[N:11]([CH2:26][O:27][CH2:28][CH2:29][Si:30]([CH3:31])([CH3:33])[CH3:32])[N:10]=1)=[CH:2][C:3]1[CH:4]=[CH:5][CH:6]=[CH:7][CH:8]=1, predict the reactants needed to synthesize it. The reactants are: [CH:1]([C:9]1[C:17]2[C:12](=[CH:13][C:14]([NH:18][C:19]3[CH:24]=[CH:23][CH:22]=[C:21]([NH2:25])[CH:20]=3)=[CH:15][CH:16]=2)[N:11]([CH2:26][O:27][CH2:28][CH2:29][Si:30]([CH3:33])([CH3:32])[CH3:31])[N:10]=1)=[CH:2][C:3]1[CH:8]=[CH:7][CH:6]=[CH:5][CH:4]=1.N1C=CC=CC=1.[C:40](Cl)(=[O:47])[C:41]1[CH:46]=[CH:45][CH:44]=[CH:43][CH:42]=1. (9) Given the product [CH3:1][S:2]([C:30]1[CH:35]=[CH:34][C:33]([CH2:36][CH2:37][C:38]([O:40][CH2:52][CH2:53][OH:54])=[O:39])=[CH:32][CH:31]=1)(=[N:4][C:5]([C:7]1[CH:8]=[N:9][CH:10]=[C:11]([C:13]#[C:14][C:15]2[CH:20]=[CH:19][CH:18]=[C:17]([NH:21][C:22]([C:24]3[O:25][CH:26]=[CH:27][C:28]=3[CH3:29])=[O:23])[CH:16]=2)[CH:12]=1)=[O:6])=[O:3], predict the reactants needed to synthesize it. The reactants are: [CH3:1][S:2]([C:30]1[CH:35]=[CH:34][C:33]([CH2:36][CH2:37][C:38]([OH:40])=[O:39])=[CH:32][CH:31]=1)(=[N:4][C:5]([C:7]1[CH:8]=[N:9][CH:10]=[C:11]([C:13]#[C:14][C:15]2[CH:20]=[CH:19][CH:18]=[C:17]([NH:21][C:22]([C:24]3[O:25][CH:26]=[CH:27][C:28]=3[CH3:29])=[O:23])[CH:16]=2)[CH:12]=1)=[O:6])=[O:3].CCN=C=NCCCN(C)C.[CH2:52](O)[CH2:53][OH:54].